From a dataset of Reaction yield outcomes from USPTO patents with 853,638 reactions. Predict the reaction yield, written as a fraction of the theoretical maximum amount of product (1.0 means a 100% yield; for example, 0.34 means a 34% yield). (1) The reactants are [Cl:1][C:2]1[C:11]2[C:6](=[CH:7][C:8]([OH:14])=[C:9]([O:12][CH3:13])[CH:10]=2)[N:5]=[CH:4][CH:3]=1.[CH:15]1([O:20][C:21](=[O:34])[C@@H:22]([NH:26][C:27]([O:29][C:30]([CH3:33])([CH3:32])[CH3:31])=[O:28])[CH2:23][CH2:24]Br)[CH2:19][CH2:18][CH2:17][CH2:16]1.C(=O)([O-])[O-].[K+].[K+]. The catalyst is CN(C=O)C.O. The product is [CH:15]1([O:20][C:21](=[O:34])[C@@H:22]([NH:26][C:27]([O:29][C:30]([CH3:33])([CH3:32])[CH3:31])=[O:28])[CH2:23][CH2:24][O:14][C:8]2[CH:7]=[C:6]3[C:11]([C:2]([Cl:1])=[CH:3][CH:4]=[N:5]3)=[CH:10][C:9]=2[O:12][CH3:13])[CH2:16][CH2:17][CH2:18][CH2:19]1. The yield is 0.730. (2) The reactants are [CH2:1]([C:3]1[O:7][C:6]([C:8]([O:10][CH3:11])=[O:9])=[CH:5][CH:4]=1)[CH3:2].[Cl-].[Cl-].[Cl-].[Al+3].[Br:16]Br. The catalyst is C(Cl)(Cl)Cl. The product is [Br:16][C:4]1[CH:5]=[C:6]([C:8]([O:10][CH3:11])=[O:9])[O:7][C:3]=1[CH2:1][CH3:2]. The yield is 0.418. (3) The reactants are [CH3:1][CH:2]1[CH2:7][CH2:6][N:5]([S:8]([C:11]2[CH:12]=[C:13]([CH:17]=[CH:18][CH:19]=2)[C:14]([OH:16])=[O:15])(=[O:10])=[O:9])[CH2:4][CH2:3]1.S(=O)(=O)(O)O.[CH3:25]O. No catalyst specified. The product is [CH3:1][CH:2]1[CH2:7][CH2:6][N:5]([S:8]([C:11]2[CH:12]=[C:13]([CH:17]=[CH:18][CH:19]=2)[C:14]([O:16][CH3:25])=[O:15])(=[O:10])=[O:9])[CH2:4][CH2:3]1. The yield is 0.750.